Dataset: Forward reaction prediction with 1.9M reactions from USPTO patents (1976-2016). Task: Predict the product of the given reaction. The product is: [CH3:20][N:19]([CH3:21])[C:16]1([CH2:22][CH2:23][CH2:24][CH3:25])[CH2:17][CH2:18][C:13]2([C:2]3[NH:1][C:9]4[C:4](=[CH:5][CH:6]=[CH:7][CH:8]=4)[C:3]=3[CH2:10][CH2:11][CH2:12]2)[CH2:14][CH2:15]1. Given the reactants [NH:1]1[C:9]2[C:4](=[CH:5][CH:6]=[CH:7][CH:8]=2)[C:3]([CH2:10][CH2:11][CH:12]=[C:13]2[CH2:18][CH2:17][C:16]([CH2:22][CH2:23][CH2:24][CH3:25])([N:19]([CH3:21])[CH3:20])[CH2:15][CH2:14]2)=[CH:2]1, predict the reaction product.